The task is: Predict the reaction yield, written as a fraction of the theoretical maximum amount of product (1.0 means a 100% yield; for example, 0.34 means a 34% yield).. This data is from Reaction yield outcomes from USPTO patents with 853,638 reactions. (1) The reactants are [Cl:1][C:2]1[N:3]=[C:4]([N:14]2[CH2:19][CH2:18][O:17][CH2:16][CH2:15]2)[C:5]2[S:10][C:9]([CH:11]=O)=[C:8]([CH3:13])[C:6]=2[N:7]=1.C1COCC1.[CH3:25][NH2:26]. The catalyst is C1(C)C=CC=CC=1.O. The product is [Cl:1][C:2]1[N:3]=[C:4]([N:14]2[CH2:19][CH2:18][O:17][CH2:16][CH2:15]2)[C:5]2[S:10][C:9]([CH2:11][NH:26][CH3:25])=[C:8]([CH3:13])[C:6]=2[N:7]=1. The yield is 0.700. (2) The reactants are [CH3:1][O:2][C:3]1[CH:12]=[C:11]([O:13][CH3:14])[CH:10]=[CH:9][C:4]=1[CH2:5][NH:6][CH:7]=O.[AlH4-].[Li+].CCOCC. No catalyst specified. The product is [CH3:1][O:2][C:3]1[CH:12]=[C:11]([O:13][CH3:14])[CH:10]=[CH:9][C:4]=1[CH2:5][NH:6][CH3:7]. The yield is 0.820. (3) The reactants are [CH2:1]([O:3][CH:4]([O:17][CH2:18][CH3:19])[C:5]#[C:6][C:7]1[CH:8]=[C:9]2[C:14](=[CH:15][CH:16]=1)[N:13]=[CH:12][CH:11]=[CH:10]2)[CH3:2]. The catalyst is [Pd].C1COCC1. The product is [CH2:18]([O:17][CH:4]([O:3][CH2:1][CH3:2])[CH2:5][CH2:6][C:7]1[CH:8]=[C:9]2[C:14](=[CH:15][CH:16]=1)[N:13]=[CH:12][CH:11]=[CH:10]2)[CH3:19]. The yield is 0.980. (4) The reactants are Cl[C:2]1[N:3]=[C:4]2[CH:12]=[CH:11][CH:10]=[N:9][C:5]2=[N:6][C:7]=1[Cl:8].[C:13]1([S:19]([NH2:22])(=[O:21])=[O:20])[CH:18]=[CH:17][CH:16]=[CH:15][CH:14]=1.C([O-])([O-])=O.[K+].[K+]. The catalyst is CC(N(C)C)=O. The product is [Cl:8][C:7]1[N:6]=[C:5]2[N:9]=[CH:10][CH:11]=[CH:12][C:4]2=[N:3][C:2]=1[NH:22][S:19]([C:13]1[CH:18]=[CH:17][CH:16]=[CH:15][CH:14]=1)(=[O:21])=[O:20]. The yield is 0.170.